From a dataset of Full USPTO retrosynthesis dataset with 1.9M reactions from patents (1976-2016). Predict the reactants needed to synthesize the given product. (1) Given the product [Cl:1][C:2]1[CH:3]=[C:4]([C:5]2[C:6]([C:15]3[CH:20]=[CH:19][C:18]([O:21][CH3:22])=[CH:17][CH:16]=3)=[C:7]([CH3:14])[NH:26][N:25]=2)[C:9]([OH:8])=[C:10]([CH3:13])[C:11]=1[OH:12], predict the reactants needed to synthesize it. The reactants are: [Cl:1][C:2]1[CH:3]=[C:4]2[C:9](=[C:10]([CH3:13])[C:11]=1[OH:12])[O:8][C:7]([CH3:14])=[C:6]([C:15]1[CH:20]=[CH:19][C:18]([O:21][CH3:22])=[CH:17][CH:16]=1)[CH:5]2O.O.[NH2:25][NH2:26]. (2) Given the product [CH3:1][O:2][C:3]1[CH:4]=[CH:5][C:6](/[C:9](/[CH3:14])=[CH:10]/[C:11]([NH:45][CH2:36][CH2:37][CH2:38][CH2:39][CH2:40][CH2:41][CH2:42][CH2:43][CH3:44])=[O:13])=[CH:7][CH:8]=1, predict the reactants needed to synthesize it. The reactants are: [CH3:1][O:2][C:3]1[CH:8]=[CH:7][C:6](/[C:9](/[CH3:14])=[CH:10]/[C:11]([OH:13])=O)=[CH:5][CH:4]=1.CCN=C=NCCCN(C)C.C1C=CC2N(O)N=NC=2C=1.[CH2:36]([NH2:45])[CH2:37][CH2:38][CH2:39][CH2:40][CH2:41][CH2:42][CH2:43][CH3:44]. (3) The reactants are: C(P1(=O)OP(CCC)(=O)OP(CCC)(=O)O1)CC.[Cl:19][C:20]1[CH:25]=[CH:24][C:23](/[CH:26]=[CH:27]/[C:28]([N:30]2[CH2:35][CH2:34][CH:33]([C:36](O)=[O:37])[CH2:32][CH2:31]2)=[O:29])=[C:22]([CH2:39][N:40]2[N:44]=[N:43][C:42]([CH3:45])=[N:41]2)[CH:21]=1.[NH:46]([C:48]([O:50][C:51]([CH3:54])([CH3:53])[CH3:52])=[O:49])[NH2:47].C(N(CC)CC)C. Given the product [Cl:19][C:20]1[CH:25]=[CH:24][C:23](/[CH:26]=[CH:27]/[C:28]([N:30]2[CH2:31][CH2:32][CH:33]([C:36]([NH:47][NH:46][C:48]([O:50][C:51]([CH3:54])([CH3:53])[CH3:52])=[O:49])=[O:37])[CH2:34][CH2:35]2)=[O:29])=[C:22]([CH2:39][N:40]2[N:44]=[N:43][C:42]([CH3:45])=[N:41]2)[CH:21]=1, predict the reactants needed to synthesize it. (4) Given the product [CH3:28][N:26]([CH3:27])[CH2:25][CH2:24][NH:23][C:21]([C:6]1[CH:7]=[C:8]2[C:13](=[C:4]([CH:1]([NH:34][C:33]3[CH:35]=[CH:36][C:30]([F:29])=[CH:31][CH:32]=3)[CH3:2])[CH:5]=1)[O:12][C:11]([N:14]1[CH2:15][CH2:16][O:17][CH2:18][CH2:19]1)=[CH:10][C:9]2=[O:20])=[O:22], predict the reactants needed to synthesize it. The reactants are: [C:1]([C:4]1[CH:5]=[C:6]([C:21]([NH:23][CH2:24][CH2:25][N:26]([CH3:28])[CH3:27])=[O:22])[CH:7]=[C:8]2[C:13]=1[O:12][C:11]([N:14]1[CH2:19][CH2:18][O:17][CH2:16][CH2:15]1)=[CH:10][C:9]2=[O:20])(=O)[CH3:2].[F:29][C:30]1[CH:36]=[CH:35][C:33]([NH2:34])=[CH:32][CH:31]=1.C(N(CC)CC)C.C(=O)([O-])[O-].[Na+].[Na+].C(O)(=O)C.[B-]C#N.[Na+]. (5) Given the product [NH2:13][C:4]1[C:5]([CH3:12])=[C:6]([CH:11]=[C:2]([Cl:1])[CH:3]=1)[C:7]([O:9][CH3:10])=[O:8], predict the reactants needed to synthesize it. The reactants are: [Cl:1][C:2]1[CH:3]=[C:4]([N+:13]([O-])=O)[C:5]([CH3:12])=[C:6]([CH:11]=1)[C:7]([O:9][CH3:10])=[O:8].[Cl-].[NH4+]. (6) Given the product [Cl:23][C:24]1[C:39]([C:40]([F:43])([F:42])[F:41])=[CH:38][CH:37]=[CH:36][C:25]=1[CH2:26][N:27]1[C@@H:32]([CH3:33])[CH2:31][NH:30][C:29](=[S:10])[C:28]1=[O:35], predict the reactants needed to synthesize it. The reactants are: COC1C=CC(P2(SP(C3C=CC(OC)=CC=3)(=S)S2)=[S:10])=CC=1.[Cl:23][C:24]1[C:39]([C:40]([F:43])([F:42])[F:41])=[CH:38][CH:37]=[CH:36][C:25]=1[CH2:26][N:27]1[C@@H:32]([CH3:33])[CH2:31][NH:30][C:29](=O)[C:28]1=[O:35]. (7) Given the product [CH:1]([C:3]1[C:11]2[C:6](=[N:7][CH:8]=[CH:9][C:10]=2[N:12]2[CH2:13][CH2:14][CH:15]([C:18]([OH:20])=[O:19])[CH2:16][CH2:17]2)[N:5]([CH3:23])[CH:4]=1)=[O:2], predict the reactants needed to synthesize it. The reactants are: [CH:1]([C:3]1[C:11]2[C:6](=[N:7][CH:8]=[CH:9][C:10]=2[N:12]2[CH2:17][CH2:16][CH:15]([C:18]([O:20]CC)=[O:19])[CH2:14][CH2:13]2)[N:5]([CH3:23])[CH:4]=1)=[O:2].[OH-].[Na+].